Dataset: Forward reaction prediction with 1.9M reactions from USPTO patents (1976-2016). Task: Predict the product of the given reaction. (1) Given the reactants [C:1]([C:4]1[S:8][C:7]([C:9]#[N:10])=[CH:6][CH:5]=1)(=[O:3])[CH3:2], predict the reaction product. The product is: [OH:3][C@@H:1]([C:4]1[S:8][C:7]([C:9]#[N:10])=[CH:6][CH:5]=1)[CH3:2]. (2) Given the reactants C1(S([N:10]2[C:18]3[C:13](=[CH:14][CH:15]=[CH:16][CH:17]=3)[CH:12]=[C:11]2[CH2:19][CH3:20])(=O)=O)C=CC=CC=1.[OH-].[Na+], predict the reaction product. The product is: [CH2:19]([C:11]1[NH:10][C:18]2[C:13]([CH:12]=1)=[CH:14][CH:15]=[CH:16][CH:17]=2)[CH3:20]. (3) Given the reactants [NH2:1][C:2]1[N:3]=[C:4]2[C:13]3[C:7]([CH2:8][CH:9]([C:14]([NH:16][CH2:17][CH2:18]Cl)=[O:15])[S:10][C:11]=3[N:12]=1)=[N:6][N:5]2[CH2:20][C:21]1[C:26]([CH3:27])=[C:25]([O:28][CH3:29])[C:24]([CH3:30])=[CH:23][N:22]=1.[CH2:31]([NH2:35])[CH:32]([CH3:34])[CH3:33], predict the reaction product. The product is: [NH2:1][C:2]1[N:3]=[C:4]2[C:13]3[C:7]([CH2:8][CH:9]([C:14]([NH:16][CH2:17][CH2:18][NH:35][CH2:31][CH:32]([CH3:34])[CH3:33])=[O:15])[S:10][C:11]=3[N:12]=1)=[N:6][N:5]2[CH2:20][C:21]1[C:26]([CH3:27])=[C:25]([O:28][CH3:29])[C:24]([CH3:30])=[CH:23][N:22]=1. (4) Given the reactants C(N(CC)C(C)C)(C)C.ClCO[CH2:13][O:14][CH2:15][O:16][CH2:17]Cl.[CH3:19][O:20][C:21]1[CH:26]=[C:25]([N+:27]([O-:29])=[O:28])[CH:24]=[CH:23]C=1O.O, predict the reaction product. The product is: [CH3:19][O:20][C:21]1[CH:26]=[C:25]([N+:27]([O-:29])=[O:28])[CH:24]=[CH:23][C:17]=1[O:16][CH2:15][O:14][CH3:13]. (5) Given the reactants [F:1][C:2]([C:8]1[CH:16]=[CH:15][CH:14]=[C:13]2[C:9]=1[CH2:10][CH2:11][C@@H:12]2[OH:17])([F:7])[C:3]([OH:6])([CH3:5])[CH3:4].[CH3:18][O:19][C:20](=[O:32])[CH2:21][C@H:22]1[C:26]2[CH:27]=[CH:28][C:29](O)=[CH:30][C:25]=2[O:24][CH2:23]1, predict the reaction product. The product is: [CH3:18][O:19][C:20](=[O:32])[CH2:21][C@H:22]1[C:26]2[CH:27]=[CH:28][C:29]([O:17][C@H:12]3[C:13]4[C:9](=[C:8]([C:2]([F:7])([F:1])[C:3]([OH:6])([CH3:5])[CH3:4])[CH:16]=[CH:15][CH:14]=4)[CH2:10][CH2:11]3)=[CH:30][C:25]=2[O:24][CH2:23]1. (6) Given the reactants [OH:1][C:2]1[CH:3]=[C:4]2[C:8](=[CH:9][CH:10]=1)[N:7]([S:11]([C:14]1[CH:19]=[CH:18][CH:17]=[CH:16][CH:15]=1)(=[O:13])=[O:12])[N:6]=[C:5]2C=O.[CH3:22][N:23]([CH2:31][CH2:32][NH:33][CH3:34])[C:24](=[O:30])[O:25][C:26]([CH3:29])([CH3:28])[CH3:27].[CH2:35](N(CC)CC)C.C([BH3-])#N.[Na+], predict the reaction product. The product is: [OH:1][C:2]1[CH:3]=[C:4]2[C:8](=[CH:9][CH:10]=1)[N:7]([S:11]([C:14]1[CH:15]=[CH:16][CH:17]=[CH:18][CH:19]=1)(=[O:13])=[O:12])[N:6]=[C:5]2[CH2:34][N:33]([CH3:35])[CH2:32][CH2:31][N:23]([CH3:22])[C:24](=[O:30])[O:25][C:26]([CH3:29])([CH3:28])[CH3:27]. (7) Given the reactants [OH:1][C:2]1[CH:7]=[C:6]([CH3:8])[C:5]([C:9]2[CH:14]=[CH:13][CH:12]=[C:11]([CH2:15][O:16][C:17]3[CH:22]=[CH:21][C:20]([C:23]4([CH2:27][C:28]([O:30][CH2:31][CH3:32])=[O:29])[CH2:26][O:25][CH2:24]4)=[CH:19][CH:18]=3)[CH:10]=2)=[C:4]([CH3:33])[CH:3]=1.CC1C=CC(S(O[CH2:45][CH:46]2[CH2:51][CH2:50][O:49][CH2:48][CH2:47]2)(=O)=O)=CC=1.C(=O)([O-])[O-].[Cs+].[Cs+], predict the reaction product. The product is: [CH3:8][C:6]1[CH:7]=[C:2]([O:1][CH2:45][CH:46]2[CH2:51][CH2:50][O:49][CH2:48][CH2:47]2)[CH:3]=[C:4]([CH3:33])[C:5]=1[C:9]1[CH:14]=[CH:13][CH:12]=[C:11]([CH2:15][O:16][C:17]2[CH:22]=[CH:21][C:20]([C:23]3([CH2:27][C:28]([O:30][CH2:31][CH3:32])=[O:29])[CH2:24][O:25][CH2:26]3)=[CH:19][CH:18]=2)[CH:10]=1.